From a dataset of Full USPTO retrosynthesis dataset with 1.9M reactions from patents (1976-2016). Predict the reactants needed to synthesize the given product. Given the product [NH2:1][C:2]1[C:10]([O:11][CH3:12])=[CH:9][CH:8]=[CH:7][C:3]=1[C:4]([NH2:15])=[O:5], predict the reactants needed to synthesize it. The reactants are: [NH2:1][C:2]1[C:10]([O:11][CH3:12])=[CH:9][CH:8]=[CH:7][C:3]=1[C:4](O)=[O:5].CC[N:15](C(C)C)C(C)C.N.CO.CCN=C=NCCCN(C)C.ON1C2C=CC=CC=2N=N1.